Dataset: Full USPTO retrosynthesis dataset with 1.9M reactions from patents (1976-2016). Task: Predict the reactants needed to synthesize the given product. (1) Given the product [C:29]([C:2]1[CH:11]=[C:10]2[C:5]([CH:6]=[CH:7][C:8](=[O:28])[N:9]2[CH2:12][CH2:13][N:14]2[CH2:19][CH2:18][CH:17]([NH:20][C:21](=[O:27])[O:22][C:23]([CH3:25])([CH3:26])[CH3:24])[CH2:16][CH2:15]2)=[CH:4][CH:3]=1)#[N:30], predict the reactants needed to synthesize it. The reactants are: Br[C:2]1[CH:11]=[C:10]2[C:5]([CH:6]=[CH:7][C:8](=[O:28])[N:9]2[CH2:12][CH2:13][N:14]2[CH2:19][CH2:18][CH:17]([NH:20][C:21](=[O:27])[O:22][C:23]([CH3:26])([CH3:25])[CH3:24])[CH2:16][CH2:15]2)=[CH:4][CH:3]=1.[C-:29]#[N:30].[K+].C1(P(C2C=CC=CC=2)C2C3OC4C(=CC=CC=4P(C4C=CC=CC=4)C4C=CC=CC=4)C(C)(C)C=3C=CC=2)C=CC=CC=1. (2) Given the product [C:1]([O:5][C:6]([N:8]1[CH2:13][C:12]([CH3:15])([CH3:14])[N:11]([CH2:16][C:17]2[CH:22]=[C:21]([C:41]3[CH:42]=[CH:43][C:38]([OH:37])=[CH:39][CH:40]=3)[N:20]=[C:19]3[N:24]([CH:28]4[CH2:33][CH2:32][CH2:31][CH2:30][O:29]4)[N:25]=[C:26]([CH3:27])[C:18]=23)[CH2:10][C:9]1([CH2:35][CH3:36])[CH3:34])=[O:7])([CH3:4])([CH3:3])[CH3:2], predict the reactants needed to synthesize it. The reactants are: [C:1]([O:5][C:6]([N:8]1[CH2:13][C:12]([CH3:15])([CH3:14])[N:11]([CH2:16][C:17]2[CH:22]=[C:21](Br)[N:20]=[C:19]3[N:24]([CH:28]4[CH2:33][CH2:32][CH2:31][CH2:30][O:29]4)[N:25]=[C:26]([CH3:27])[C:18]=23)[CH2:10][C:9]1([CH2:35][CH3:36])[CH3:34])=[O:7])([CH3:4])([CH3:3])[CH3:2].[OH:37][C:38]1[CH:43]=[CH:42][C:41](B(O)O)=[CH:40][CH:39]=1.C(=O)([O-])[O-].[K+].[K+].O. (3) The reactants are: [F:1][C:2]1[CH:8]=[CH:7][C:5]([NH2:6])=[C:4](B2OC(C)(C)C(C)(C)O2)[CH:3]=1.Br[C:19]1[CH:24]=[CH:23][C:22]([C:25]([F:28])([F:27])[F:26])=[CH:21][CH:20]=1.C(=O)([O-])[O-].[Na+].[Na+]. Given the product [F:1][C:2]1[CH:3]=[C:4]([C:19]2[CH:24]=[CH:23][C:22]([C:25]([F:28])([F:27])[F:26])=[CH:21][CH:20]=2)[C:5]([NH2:6])=[CH:7][CH:8]=1, predict the reactants needed to synthesize it. (4) Given the product [Cl:9][C:10]1[CH:15]=[CH:14][N:13]=[C:12]([CH2:16][CH2:2][CH3:3])[CH:11]=1, predict the reactants needed to synthesize it. The reactants are: [Li+].[CH3:2][CH:3]([N-]C(C)C)C.[Cl:9][C:10]1[CH:15]=[CH:14][N:13]=[C:12]([CH3:16])[CH:11]=1.ICC. (5) Given the product [Cl:47][C:44]1[CH:45]=[CH:46][C:41]([CH:11]2[CH2:16][CH2:15][N:14]([C:17]([O:19][C:20]([CH3:23])([CH3:22])[CH3:21])=[O:18])[CH2:13][CH2:12]2)=[N:42][CH:43]=1, predict the reactants needed to synthesize it. The reactants are: BrCCBr.C[Si](Cl)(C)C.I[CH:11]1[CH2:16][CH2:15][N:14]([C:17]([O:19][C:20]([CH3:23])([CH3:22])[CH3:21])=[O:18])[CH2:13][CH2:12]1.O1C=CC=C1P(C1OC=CC=1)C1OC=CC=1.Br[C:41]1[CH:46]=[CH:45][C:44]([Cl:47])=[CH:43][N:42]=1. (6) Given the product [F:25][C:26]1[C:27](=[O:46])[NH:28][C:29](=[O:45])[N:30]([C@H:32]2[C@@H:35]([CH2:36][OH:37])[CH2:34][CH2:33]2)[CH:31]=1, predict the reactants needed to synthesize it. The reactants are: [Al+3].[Cl-].[Cl-].[Cl-].C1(OC)C=CC=CC=1.N(CC1C=CC(OC)=CC=1)=[N+]=[N-].[F:25][C:26]1[C:27](=[O:46])[NH:28][C:29](=[O:45])[N:30]([C@H:32]2[C@@H:35]([CH2:36][O:37]CC3C=CC=CC=3)[CH2:34][CH2:33]2)[CH:31]=1. (7) Given the product [CH:1]1([C:4]([NH:33][CH2:34][C:35]2[CH:40]=[CH:39][N:38]=[C:37]([C:41]3([NH:44][C:45]([C:47]4([NH:50][C:51]([C:53]5[N:57]6[C@@:58]([CH2:71][C:72]7[CH:77]=[CH:76][C:75]([C:78]#[N:79])=[CH:74][CH:73]=7)([CH3:70])[C:59](=[O:69])[N:60]([C:61]7[CH:66]=[C:65]([Cl:67])[CH:64]=[C:63]([Cl:68])[CH:62]=7)[C:56]6=[N:55][CH:54]=5)=[O:52])[CH2:48][CH2:49]4)=[O:46])[CH2:42][CH2:43]3)[CH:36]=2)=[O:5])[CH2:3][CH2:2]1, predict the reactants needed to synthesize it. The reactants are: [CH:1]1([C:4](O)=[O:5])[CH2:3][CH2:2]1.CN(C(ON1N=NC2C=CC=NC1=2)=[N+](C)C)C.F[P-](F)(F)(F)(F)F.Cl.Cl.[NH2:33][CH2:34][C:35]1[CH:40]=[CH:39][N:38]=[C:37]([C:41]2([NH:44][C:45]([C:47]3([NH:50][C:51]([C:53]4[N:57]5[C@@:58]([CH2:71][C:72]6[CH:77]=[CH:76][C:75]([C:78]#[N:79])=[CH:74][CH:73]=6)([CH3:70])[C:59](=[O:69])[N:60]([C:61]6[CH:66]=[C:65]([Cl:67])[CH:64]=[C:63]([Cl:68])[CH:62]=6)[C:56]5=[N:55][CH:54]=4)=[O:52])[CH2:49][CH2:48]3)=[O:46])[CH2:43][CH2:42]2)[CH:36]=1.CCN(C(C)C)C(C)C.